Dataset: NCI-60 drug combinations with 297,098 pairs across 59 cell lines. Task: Regression. Given two drug SMILES strings and cell line genomic features, predict the synergy score measuring deviation from expected non-interaction effect. (1) Drug 1: C1CCC(C1)C(CC#N)N2C=C(C=N2)C3=C4C=CNC4=NC=N3. Drug 2: C1=NC2=C(N1)C(=S)N=CN2. Cell line: ACHN. Synergy scores: CSS=6.61, Synergy_ZIP=-5.16, Synergy_Bliss=-2.10, Synergy_Loewe=-9.16, Synergy_HSA=-3.15. (2) Drug 1: CC12CCC3C(C1CCC2=O)CC(=C)C4=CC(=O)C=CC34C. Drug 2: CC12CCC3C(C1CCC2O)C(CC4=C3C=CC(=C4)O)CCCCCCCCCS(=O)CCCC(C(F)(F)F)(F)F. Cell line: UACC-257. Synergy scores: CSS=35.7, Synergy_ZIP=1.65, Synergy_Bliss=2.80, Synergy_Loewe=3.09, Synergy_HSA=2.66.